This data is from Full USPTO retrosynthesis dataset with 1.9M reactions from patents (1976-2016). The task is: Predict the reactants needed to synthesize the given product. (1) Given the product [Br:1][C:2]1[CH:3]=[C:4]2[C:9]3=[C:10]([N:12]([CH3:19])[C:13](=[O:14])[N:8]3[CH:7]([C:15]([O:17][CH3:18])=[O:16])[CH2:6][CH2:5]2)[CH:11]=1, predict the reactants needed to synthesize it. The reactants are: [Br:1][C:2]1[CH:3]=[C:4]2[C:9]3=[C:10]([NH:12][C:13](=[O:14])[N:8]3[CH:7]([C:15]([O:17][CH3:18])=[O:16])[CH2:6][CH2:5]2)[CH:11]=1.[C:19](=O)([O-])[O-].[K+].[K+].CI.O. (2) Given the product [Cl:63][C:57]1[CH:58]=[CH:59][C:60]([F:62])=[CH:61][C:56]=1[C:55]([N:52]1[CH2:51][CH2:50][N:49]([C:47](=[O:48])[CH2:46][NH:45][C:20]([C:18]2[N:17]=[N:16][N:15]([CH:10]3[CH2:11][CH2:12][CH2:13][CH2:14]3)[CH:19]=2)=[O:22])[CH2:54][CH2:53]1)=[O:64], predict the reactants needed to synthesize it. The reactants are: CCN(C(C)C)C(C)C.[CH:10]1([N:15]2[CH:19]=[C:18]([C:20]([OH:22])=O)[N:17]=[N:16]2)[CH2:14][CH2:13][CH2:12][CH2:11]1.C1C=CC2N(O)N=NC=2C=1.CCN=C=NCCCN(C)C.Cl.[NH2:45][CH2:46][C:47]([N:49]1[CH2:54][CH2:53][N:52]([C:55](=[O:64])[C:56]2[CH:61]=[C:60]([F:62])[CH:59]=[CH:58][C:57]=2[Cl:63])[CH2:51][CH2:50]1)=[O:48].ClC1C=CC(F)=CC=1C(O)=O. (3) Given the product [C:8]([NH2:10])(=[O:9])[C:7]1[CH:11]=[CH:12][CH:4]=[CH:5][CH:6]=1, predict the reactants needed to synthesize it. The reactants are: [H][H].S[C:4]1[CH:12]=[CH:11][C:7]([C:8]([NH2:10])=[O:9])=[CH:6][CH:5]=1. (4) Given the product [Cl:15][C:16]1[CH:23]=[CH:22][C:19]([CH2:20][CH:9]([C:7](=[O:8])[CH2:6][C:4]([O:3][CH2:2][CH3:1])=[O:5])[C:10]([O:12][CH2:13][CH3:14])=[O:11])=[CH:18][CH:17]=1, predict the reactants needed to synthesize it. The reactants are: [CH3:1][CH2:2][O:3][C:4]([CH2:6][C:7]([CH2:9][C:10]([O:12][CH2:13][CH3:14])=[O:11])=[O:8])=[O:5].[Cl:15][C:16]1[CH:23]=[CH:22][C:19]([CH2:20]Br)=[CH:18][CH:17]=1.